Dataset: Reaction yield outcomes from USPTO patents with 853,638 reactions. Task: Predict the reaction yield, written as a fraction of the theoretical maximum amount of product (1.0 means a 100% yield; for example, 0.34 means a 34% yield). (1) The reactants are Br[C:2]1[CH:3]=[CH:4][C:5]([O:8][CH2:9][C:10]([CH3:13])([OH:12])[CH3:11])=[N:6][CH:7]=1.[OH:14][C:15]([CH3:48])([CH3:47])[CH2:16][C@@:17]1([C:41]2[CH:46]=[CH:45][CH:44]=[CH:43][CH:42]=2)[O:22][C:21](=[O:23])[N:20]([C@H:24]([C:26]2[CH:31]=[CH:30][C:29](B3OC(C)(C)C(C)(C)O3)=[CH:28][CH:27]=2)[CH3:25])[CH2:19][CH2:18]1.C([O-])(O)=O.[Na+]. The catalyst is COCCOC.CCO.C1C=CC([P]([Pd]([P](C2C=CC=CC=2)(C2C=CC=CC=2)C2C=CC=CC=2)([P](C2C=CC=CC=2)(C2C=CC=CC=2)C2C=CC=CC=2)[P](C2C=CC=CC=2)(C2C=CC=CC=2)C2C=CC=CC=2)(C2C=CC=CC=2)C2C=CC=CC=2)=CC=1. The product is [OH:12][C:10]([CH3:13])([CH3:11])[CH2:9][O:8][C:5]1[N:6]=[CH:7][C:2]([C:29]2[CH:28]=[CH:27][C:26]([C@@H:24]([N:20]3[CH2:19][CH2:18][C@:17]([CH2:16][C:15]([OH:14])([CH3:47])[CH3:48])([C:41]4[CH:46]=[CH:45][CH:44]=[CH:43][CH:42]=4)[O:22][C:21]3=[O:23])[CH3:25])=[CH:31][CH:30]=2)=[CH:3][CH:4]=1. The yield is 0.121. (2) The reactants are S(Cl)(Cl)(=O)=O.[N+:6]([C:9]1[CH:10]=[CH:11][C:12]([SH:15])=[N:13][CH:14]=1)([O-:8])=[O:7].[SH:16][C@H:17]([CH3:20])[CH2:18][OH:19].[OH-].[NH4+]. The catalyst is C(Cl)Cl.O. The product is [N+:6]([C:9]1[CH:10]=[CH:11][C:12]([S:15][S:16][C@H:17]([CH3:20])[CH2:18][OH:19])=[N:13][CH:14]=1)([O-:8])=[O:7]. The yield is 0.210. (3) The reactants are [OH-:1].[Na+].[C:3]([C:5]1[CH:6]=[CH:7][C:8]([C:11]2[N:15]([C:16]3[CH:17]=[N:18][C:19]([CH3:22])=[CH:20][CH:21]=3)[N:14]=[C:13]([C:23]([N:25]3[CH2:30][CH2:29][C:28]([F:32])([F:31])[CH2:27][CH2:26]3)=[O:24])[CH:12]=2)=[N:9][CH:10]=1)#[N:4].O.C(Cl)(Cl)Cl.CO. The catalyst is CO.O1CCCC1. The product is [C:3]([C:5]1[CH:6]=[CH:7][C:8]([C:11]2[N:15]([C:16]3[CH:17]=[N:18][C:19]([CH3:22])=[CH:20][CH:21]=3)[N:14]=[C:13]([C:23]([N:25]3[CH2:26][CH2:27][C:28]([F:32])([F:31])[CH2:29][CH2:30]3)=[O:24])[CH:12]=2)=[N:9][CH:10]=1)(=[O:1])[NH2:4]. The yield is 0.550. (4) The reactants are C[Al](C)C.[N:5]1[CH:10]=[CH:9][CH:8]=[CH:7][C:6]=1[NH2:11].[Si:12]([O:19][CH:20]1[CH2:23][N:22]([CH2:24][C@H:25]([OH:30])[C:26](OC)=[O:27])[CH2:21]1)([C:15]([CH3:18])([CH3:17])[CH3:16])([CH3:14])[CH3:13].[C@H](O)(C([O-])=O)[C@@H](O)C([O-])=O.[Na+].[K+]. The catalyst is C1(C)C=CC=CC=1.O. The product is [Si:12]([O:19][CH:20]1[CH2:23][N:22]([CH2:24][C@H:25]([OH:30])[C:26]([NH:11][C:6]2[CH:7]=[CH:8][CH:9]=[CH:10][N:5]=2)=[O:27])[CH2:21]1)([C:15]([CH3:18])([CH3:17])[CH3:16])([CH3:14])[CH3:13]. The yield is 0.722. (5) The catalyst is CN(C=O)C.O.CCOC(C)=O. The reactants are [NH2:1][C:2]1[N:7]=[CH:6][C:5]([C:8]2[CH:9]=[C:10]([NH2:19])[C:11]([NH:14][C:15]([CH3:18])([CH3:17])[CH3:16])=[CH:12][CH:13]=2)=[CH:4][N:3]=1.[I:20][C:21]1[CH:28]=[CH:27][CH:26]=[CH:25][C:22]=1[CH:23]=O.OOS([O-])=O.[K+].S([O-])([O-])(=O)=S.[Na+].[Na+]. The yield is 0.340. The product is [C:15]([N:14]1[C:11]2[CH:12]=[CH:13][C:8]([C:5]3[CH:4]=[N:3][C:2]([NH2:1])=[N:7][CH:6]=3)=[CH:9][C:10]=2[N:19]=[C:23]1[C:22]1[CH:25]=[CH:26][CH:27]=[CH:28][C:21]=1[I:20])([CH3:16])([CH3:18])[CH3:17].